From a dataset of Reaction yield outcomes from USPTO patents with 853,638 reactions. Predict the reaction yield, written as a fraction of the theoretical maximum amount of product (1.0 means a 100% yield; for example, 0.34 means a 34% yield). (1) The reactants are [Br:1][C:2]1[CH:3]=[C:4]([NH:11][CH2:12][CH2:13][C:14]([F:17])([F:16])[F:15])[C:5]2[N:6]([CH:8]=[CH:9][N:10]=2)[CH:7]=1.[C:18](O[C:18]([O:20][C:21]([CH3:24])([CH3:23])[CH3:22])=[O:19])([O:20][C:21]([CH3:24])([CH3:23])[CH3:22])=[O:19].C(OCC)(=O)C. The catalyst is O1CCCC1.CN(C)C1C=CN=CC=1. The product is [Br:1][C:2]1[CH:3]=[C:4]([N:11]([CH2:12][CH2:13][C:14]([F:16])([F:17])[F:15])[C:18](=[O:19])[O:20][C:21]([CH3:24])([CH3:23])[CH3:22])[C:5]2[N:6]([CH:8]=[CH:9][N:10]=2)[CH:7]=1. The yield is 0.970. (2) The catalyst is CO. The product is [Cl:1][C:2]1[CH:3]=[C:4]([C:8]2[N:13]=[C:12]3[CH2:14][CH2:15][CH2:16][C:11]3=[C:10]([NH:17][C:18]3[CH:19]=[CH:20][C:21]([CH2:24][C:25]([NH2:31])=[O:27])=[CH:22][CH:23]=3)[CH:9]=2)[CH:5]=[N:6][CH:7]=1. The reactants are [Cl:1][C:2]1[CH:3]=[C:4]([C:8]2[N:13]=[C:12]3[CH2:14][CH2:15][CH2:16][C:11]3=[C:10]([NH:17][C:18]3[CH:23]=[CH:22][C:21]([CH2:24][C:25]([O:27]CC)=O)=[CH:20][CH:19]=3)[CH:9]=2)[CH:5]=[N:6][CH:7]=1.[Cl-].[NH4+:31].N. The yield is 0.480. (3) The reactants are [Li].C[O:3][C:4](=[O:26])[C:5]1[CH:10]=[CH:9][C:8]([S:11]([N:14]2[C:22]3[C:17](=[CH:18][CH:19]=[CH:20][CH:21]=3)[C:16]([CH:23]3[CH2:25][CH2:24]3)=[CH:15]2)(=[O:13])=[O:12])=[CH:7][CH:6]=1.O1CCOCC1.Cl. The catalyst is O. The product is [CH:23]1([C:16]2[C:17]3[C:22](=[CH:21][CH:20]=[CH:19][CH:18]=3)[N:14]([S:11]([C:8]3[CH:7]=[CH:6][C:5]([C:4]([OH:26])=[O:3])=[CH:10][CH:9]=3)(=[O:12])=[O:13])[CH:15]=2)[CH2:24][CH2:25]1. The yield is 0.930. (4) The reactants are [CH3:1][O:2][CH2:3][C@H:4]([CH3:32])[O:5][C:6]1[CH:7]=[C:8](B2OC(C)(C)C(C)(C)O2)[CH:9]=[C:10]([O:12][C:13]2[CH:18]=[CH:17][C:16]([S:19]([CH3:22])(=[O:21])=[O:20])=[CH:15][CH:14]=2)[CH:11]=1.Br[C:34]1[N:35]([C:44]([O:46][C:47]([CH3:50])([CH3:49])[CH3:48])=[O:45])[C:36]([C:39]2[S:40][CH:41]=[CH:42][N:43]=2)=[CH:37][CH:38]=1.C(=O)([O-])[O-].[K+].[K+]. The catalyst is O1CCOCC1.O. The product is [CH3:1][O:2][CH2:3][C@H:4]([CH3:32])[O:5][C:6]1[CH:7]=[C:8]([C:34]2[N:35]([C:44]([O:46][C:47]([CH3:50])([CH3:49])[CH3:48])=[O:45])[C:36]([C:39]3[S:40][CH:41]=[CH:42][N:43]=3)=[CH:37][CH:38]=2)[CH:9]=[C:10]([O:12][C:13]2[CH:14]=[CH:15][C:16]([S:19]([CH3:22])(=[O:21])=[O:20])=[CH:17][CH:18]=2)[CH:11]=1. The yield is 0.880. (5) The reactants are [NH2:1][C@H:2]1[CH2:7][CH2:6][N:5]([C:8]([O:10][C:11]([CH3:14])([CH3:13])[CH3:12])=[O:9])[CH2:4][C@H:3]1[O:15][CH3:16].[CH2:17]([C:19]1[NH:23][C:22]([C:24](O)=[O:25])=[N:21][CH:20]=1)[CH3:18].CCN=C=NCCCN(C)C.Cl. The catalyst is CN(C1C=CN=CC=1)C. The product is [CH2:17]([C:19]1[NH:23][C:22]([C:24]([NH:1][C@H:2]2[CH2:7][CH2:6][N:5]([C:8]([O:10][C:11]([CH3:12])([CH3:13])[CH3:14])=[O:9])[CH2:4][C@H:3]2[O:15][CH3:16])=[O:25])=[N:21][CH:20]=1)[CH3:18]. The yield is 0.550.